This data is from Forward reaction prediction with 1.9M reactions from USPTO patents (1976-2016). The task is: Predict the product of the given reaction. (1) Given the reactants [CH:1]([O:4][C:5](=[O:32])[C@@H:6]([NH:11][C@@H:12]([C:17]1[CH:22]=[CH:21][C:20](B2OC(C)(C)C(C)(C)O2)=[CH:19][CH:18]=1)[C:13]([F:16])([F:15])[F:14])[CH2:7][CH:8]([CH3:10])[CH3:9])([CH3:3])[CH3:2].Br[C:34]1[N:35]=[C:36]([N:39]2[CH2:44][CH2:43][N:42]([CH3:45])[CH2:41][CH2:40]2)[S:37][CH:38]=1.C(=O)([O-])[O-].[Na+].[Na+], predict the reaction product. The product is: [CH:1]([O:4][C:5](=[O:32])[C@@H:6]([NH:11][C@@H:12]([C:17]1[CH:22]=[CH:21][C:20]([C:34]2[N:35]=[C:36]([N:39]3[CH2:44][CH2:43][N:42]([CH3:45])[CH2:41][CH2:40]3)[S:37][CH:38]=2)=[CH:19][CH:18]=1)[C:13]([F:15])([F:14])[F:16])[CH2:7][CH:8]([CH3:10])[CH3:9])([CH3:3])[CH3:2]. (2) Given the reactants [C:1]([O:5][C:6]([N:8]1[CH2:13][CH2:12][CH:11]([CH:14]([OH:24])[CH2:15][C:16]2[C:21](Br)=[CH:20][N:19]=[C:18]([Cl:23])[CH:17]=2)[CH2:10][CH2:9]1)=[O:7])([CH3:4])([CH3:3])[CH3:2].C(P(C(C)(C)C)C1C=CC2C(=CC=CC=2)C=1C1C2C(=CC=CC=2)C=CC=1)(C)(C)C.C(=O)([O-])[O-].[Cs+].[Cs+].C1(C)C=CC=CC=1, predict the reaction product. The product is: [C:1]([O:5][C:6]([N:8]1[CH2:13][CH2:12][CH:11]([CH:14]2[O:24][C:21]3=[CH:20][N:19]=[C:18]([Cl:23])[CH:17]=[C:16]3[CH2:15]2)[CH2:10][CH2:9]1)=[O:7])([CH3:4])([CH3:3])[CH3:2]. (3) Given the reactants C(OC([N:8]1[CH2:13][CH2:12][N:11]([C:14]2[CH:19]=[CH:18][C:17]([NH:20][C:21]3[C:22]4[N:23]([N:28]=[CH:29][N:30]=4)[C:24]([Br:27])=[CH:25][N:26]=3)=[CH:16][CH:15]=2)[C:10](=[O:31])[CH2:9]1)=O)(C)(C)C.C(O)(C(F)(F)F)=O, predict the reaction product. The product is: [Br:27][C:24]1[N:23]2[N:28]=[CH:29][N:30]=[C:22]2[C:21]([NH:20][C:17]2[CH:18]=[CH:19][C:14]([N:11]3[CH2:12][CH2:13][NH:8][CH2:9][C:10]3=[O:31])=[CH:15][CH:16]=2)=[N:26][CH:25]=1.